Dataset: Full USPTO retrosynthesis dataset with 1.9M reactions from patents (1976-2016). Task: Predict the reactants needed to synthesize the given product. (1) Given the product [Br:1][C:2]1[CH:3]=[C:4]([NH2:9])[C:5]([CH3:8])=[N:6][CH:7]=1, predict the reactants needed to synthesize it. The reactants are: [Br:1][C:2]1[CH:3]=[C:4]([N+:9]([O-])=O)[C:5]([CH3:8])=[N:6][CH:7]=1.Cl. (2) Given the product [CH3:12][C@@H:13]1[CH2:22][C:21]2[C:16](=[CH:17][CH:18]=[C:19]([C:23]3([CH3:25])[CH2:24][O:9]3)[CH:20]=2)[C:15](=[O:26])[O:14]1, predict the reactants needed to synthesize it. The reactants are: C1C=C(Cl)C=C(C(OO)=[O:9])C=1.[CH3:12][C@@H:13]1[CH2:22][C:21]2[C:16](=[CH:17][CH:18]=[C:19]([C:23]([CH3:25])=[CH2:24])[CH:20]=2)[C:15](=[O:26])[O:14]1. (3) Given the product [F:1][C:2]1[CH:26]=[CH:25][CH:24]=[C:23]([F:27])[C:3]=1[C:4]([NH:6][C:7]1[C:8]([CH:21]=[O:22])=[N:9][N:10]([CH2:12][C:13]2[CH:14]=[CH:15][C:16]([O:19][CH3:20])=[CH:17][CH:18]=2)[CH:11]=1)=[O:5], predict the reactants needed to synthesize it. The reactants are: [F:1][C:2]1[CH:26]=[CH:25][CH:24]=[C:23]([F:27])[C:3]=1[C:4]([NH:6][C:7]1[C:8]([CH2:21][OH:22])=[N:9][N:10]([CH2:12][C:13]2[CH:18]=[CH:17][C:16]([O:19][CH3:20])=[CH:15][CH:14]=2)[CH:11]=1)=[O:5]. (4) The reactants are: [C:1]([O:5][C:6]([NH:8][C@H:9]([CH2:13][CH2:14][CH3:15])[C:10]([OH:12])=O)=[O:7])([CH3:4])([CH3:3])[CH3:2].CN1CCOCC1.ClC(OCC(C)C)=O.[NH2:31][C:32]1[CH:37]=[CH:36][CH:35]=[CH:34][CH:33]=1. Given the product [C:1]([O:5][C:6](=[O:7])[NH:8][C@@H:9]([C:10](=[O:12])[NH:31][C:32]1[CH:37]=[CH:36][CH:35]=[CH:34][CH:33]=1)[CH2:13][CH2:14][CH3:15])([CH3:2])([CH3:3])[CH3:4], predict the reactants needed to synthesize it. (5) Given the product [F:58][C:59]([F:64])([F:63])[C:60]([OH:62])=[O:61].[C:38]([S:40][CH:17]1[CH2:16][CH2:15][NH:14][CH2:13]/[C:12]/1=[CH:11]\[C:10]1[N:6]([CH2:5][C:3]([O:2][CH3:1])=[O:4])[N:7]=[N:8][N:9]=1)(=[O:41])[CH3:39], predict the reactants needed to synthesize it. The reactants are: [CH3:1][O:2][C:3]([CH2:5][N:6]1[C:10](/[CH:11]=[C:12]2\[CH2:13][N:14](C(C3C=CC=CC=3)(C3C=CC=CC=3)C3C=CC=CC=3)[CH2:15][CH2:16][CH:17]\2O)=[N:9][N:8]=[N:7]1)=[O:4].[C:38]([OH:41])(=[S:40])[CH3:39].C(OC(OCC(C)(C)C)N(C)C)C(C)(C)C.[F:58][C:59]([F:64])([F:63])[C:60]([OH:62])=[O:61].